This data is from Full USPTO retrosynthesis dataset with 1.9M reactions from patents (1976-2016). The task is: Predict the reactants needed to synthesize the given product. (1) Given the product [CH3:4][C:2]([O:5][C:6]([NH:8][C@H:9]([C:17]([OH:19])=[O:18])[CH2:10][C:11]1[CH:16]=[CH:15][CH:14]=[CH:13][CH:12]=1)=[O:7])([CH3:1])[CH3:3].[NH2:20][C:21]1[CH:26]=[CH:25][CH:24]=[CH:23][N:22]=1, predict the reactants needed to synthesize it. The reactants are: [CH3:1][C:2]([O:5][C:6]([NH:8][C@H:9]([C:17]([OH:19])=[O:18])[CH2:10][C:11]1[CH:16]=[CH:15][CH:14]=[CH:13][CH:12]=1)=[O:7])([CH3:4])[CH3:3].[NH2:20][C:21]1[CH:26]=[CH:25][CH:24]=[CH:23][N:22]=1.C1CCC(N=C=NC2CCCCC2)CC1. (2) Given the product [Cl:1][C:2]1[CH:3]=[C:4]([C:9]2[N:13]([C:14]3[CH:19]=[CH:18][CH:17]=[C:16]([C:20]#[N:21])[CH:15]=3)[N:12]=[C:11]([C:22]([N:49]3[CH2:53][C:52](=[O:54])[NH:51][CH2:50]3)=[O:23])[CH:10]=2)[CH:5]=[CH:6][C:7]=1[F:8], predict the reactants needed to synthesize it. The reactants are: [Cl:1][C:2]1[CH:3]=[C:4]([C:9]2[N:13]([C:14]3[CH:19]=[CH:18][CH:17]=[C:16]([C:20]#[N:21])[CH:15]=3)[N:12]=[C:11]([C:22](O)=[O:23])[CH:10]=2)[CH:5]=[CH:6][C:7]=1[F:8].ClC1C=C(N2C(C3C=CC=C(OCCO)C=3)=CC(C([N:49]3[CH2:53][C:52](=[O:54])[NH:51][CH2:50]3)=O)=N2)C=CC=1. (3) Given the product [C:5]([OH:24])(=[O:4])[C:44]([OH:31])=[O:45].[CH3:3][O:4][C:5](=[O:24])[C:6]1[CH:11]=[CH:10][CH:9]=[N:8][C:7]=1[O:12][C:13]1[CH:18]=[CH:17][C:16]([CH2:19][C@H:20]([NH:23][CH2:30][C@@H:29]([C:28]2[CH:32]=[CH:33][CH:34]=[C:26]([Cl:25])[CH:27]=2)[OH:31])[CH2:21][OH:22])=[CH:15][CH:14]=1, predict the reactants needed to synthesize it. The reactants are: Cl.Cl.[CH3:3][O:4][C:5](=[O:24])[C:6]1[CH:11]=[CH:10][CH:9]=[N:8][C:7]=1[O:12][C:13]1[CH:18]=[CH:17][C:16]([CH2:19][C@H:20]([NH2:23])[CH2:21][OH:22])=[CH:15][CH:14]=1.[Cl:25][C:26]1[CH:27]=[C:28]([CH:32]=[CH:33][CH:34]=1)[C@H:29]1[O:31][CH2:30]1.C(N(CC)C(C)C)(C)C.[CH3:44][OH:45]. (4) Given the product [F:1][C:2]1[CH:3]=[C:4]([C:8]2[N:9]=[C:10]([C:17]3[C:18]([CH3:26])=[N:19][N:20]4[CH:25]=[CH:24][CH:23]=[CH:22][C:21]=34)[S:11][C:12]=2[C:13]([OH:15])=[O:14])[CH:5]=[CH:6][CH:7]=1, predict the reactants needed to synthesize it. The reactants are: [F:1][C:2]1[CH:3]=[C:4]([C:8]2[N:9]=[C:10]([C:17]3[C:18]([CH3:26])=[N:19][N:20]4[CH:25]=[CH:24][CH:23]=[CH:22][C:21]=34)[S:11][C:12]=2[C:13]([O:15]C)=[O:14])[CH:5]=[CH:6][CH:7]=1.O1CCCC1.[OH-].[Na+].Cl. (5) Given the product [Cl:17][C:12]1[C:11]([F:18])=[C:10]([N:8]([CH3:9])[C:6]2[CH:5]=[CH:4][N:3]=[C:2]([NH:28][C:27]3[CH:29]=[C:30]([N:32]4[CH2:33][CH2:34][S:35][CH2:36][CH2:37]4)[CH:31]=[C:25]([N:19]4[CH2:24][CH2:23][O:22][CH2:21][CH2:20]4)[CH:26]=3)[N:7]=2)[CH:15]=[CH:14][C:13]=1[F:16], predict the reactants needed to synthesize it. The reactants are: Cl[C:2]1[N:7]=[C:6]([N:8]([C:10]2[CH:15]=[CH:14][C:13]([F:16])=[C:12]([Cl:17])[C:11]=2[F:18])[CH3:9])[CH:5]=[CH:4][N:3]=1.[N:19]1([C:25]2[CH:26]=[C:27]([CH:29]=[C:30]([N:32]3[CH2:37][CH2:36][S:35][CH2:34][CH2:33]3)[CH:31]=2)[NH2:28])[CH2:24][CH2:23][O:22][CH2:21][CH2:20]1.Cl.